This data is from Catalyst prediction with 721,799 reactions and 888 catalyst types from USPTO. The task is: Predict which catalyst facilitates the given reaction. Reactant: [CH2:1](Br)[C:2]#[CH:3].C([O-])([O-])=O.[K+].[K+].[CH2:11]([NH:29][CH2:30][CH2:31][CH2:32][CH2:33][OH:34])[CH2:12][CH2:13][CH2:14][CH2:15][CH2:16][CH2:17][CH2:18][CH2:19][CH2:20][CH2:21][CH2:22][CH2:23][CH2:24][CH2:25][CH2:26][CH2:27][CH3:28]. Product: [CH2:11]([N:29]([CH2:3][C:2]#[CH:1])[CH2:30][CH2:31][CH2:32][CH2:33][OH:34])[CH2:12][CH2:13][CH2:14][CH2:15][CH2:16][CH2:17][CH2:18][CH2:19][CH2:20][CH2:21][CH2:22][CH2:23][CH2:24][CH2:25][CH2:26][CH2:27][CH3:28]. The catalyst class is: 5.